Dataset: Catalyst prediction with 721,799 reactions and 888 catalyst types from USPTO. Task: Predict which catalyst facilitates the given reaction. (1) Reactant: [CH3:1][Si:2]([CH3:52])([CH3:51])[CH2:3][CH2:4][O:5][CH2:6][N:7]([CH2:43][O:44][CH2:45][CH2:46][Si:47]([CH3:50])([CH3:49])[CH3:48])[C:8]1[N:13]2[N:14]=[CH:15][C:16]([C:17]3[CH:18]=[N:19][C:20]([C:23]4[CH:28]=[CH:27][CH:26]=[CH:25][CH:24]=4)=[CH:21][CH:22]=3)=[C:12]2[N:11]=[C:10]([CH:29]2[CH2:34][CH2:33][N:32]([C:35]([O:37][C:38]([CH3:41])([CH3:40])[CH3:39])=[O:36])[CH2:31][CH2:30]2)[C:9]=1Br.C([Sn](CCCC)(CCCC)[C:58]([O:60][CH2:61][CH3:62])=[CH2:59])CCC. Product: [CH3:1][Si:2]([CH3:52])([CH3:51])[CH2:3][CH2:4][O:5][CH2:6][N:7]([CH2:43][O:44][CH2:45][CH2:46][Si:47]([CH3:50])([CH3:49])[CH3:48])[C:8]1[N:13]2[N:14]=[CH:15][C:16]([C:17]3[CH:18]=[N:19][C:20]([C:23]4[CH:28]=[CH:27][CH:26]=[CH:25][CH:24]=4)=[CH:21][CH:22]=3)=[C:12]2[N:11]=[C:10]([CH:29]2[CH2:34][CH2:33][N:32]([C:35]([O:37][C:38]([CH3:41])([CH3:40])[CH3:39])=[O:36])[CH2:31][CH2:30]2)[C:9]=1[C:58]([O:60][CH2:61][CH3:62])=[CH2:59]. The catalyst class is: 12. (2) Reactant: N(C(OC(C)(C)C)=O)=NC(OC(C)(C)C)=O.[Cl:17][C:18]1[CH:45]=[CH:44][C:43]([O:46][CH3:47])=[CH:42][C:19]=1[NH:20][C:21]1[C:30]2[C:25](=[CH:26][C:27]([OH:41])=[CH:28][C:29]=2[O:31][CH2:32][CH2:33][CH2:34][N:35]2[CH2:40][CH2:39][O:38][CH2:37][CH2:36]2)[N:24]=[CH:23][N:22]=1.O[CH2:49][CH2:50][CH2:51][N:52]1[CH2:57][CH2:56][O:55][CH2:54][CH2:53]1. Product: [Cl:17][C:18]1[CH:45]=[CH:44][C:43]([O:46][CH3:47])=[CH:42][C:19]=1[NH:20][C:21]1[C:30]2[C:25](=[CH:26][C:27]([O:41][CH2:49][CH2:50][CH2:51][N:52]3[CH2:57][CH2:56][O:55][CH2:54][CH2:53]3)=[CH:28][C:29]=2[O:31][CH2:32][CH2:33][CH2:34][N:35]2[CH2:36][CH2:37][O:38][CH2:39][CH2:40]2)[N:24]=[CH:23][N:22]=1. The catalyst class is: 2. (3) The catalyst class is: 2. Product: [Cl:25][CH2:17][C:14]1[CH:15]=[CH:16][C:9]([O:8][C:5]2[CH:6]=[CH:7][C:2]([F:1])=[C:3]([C:19]([F:22])([F:21])[F:20])[CH:4]=2)=[C:10]([CH:13]=1)[C:11]#[N:12]. Reactant: [F:1][C:2]1[CH:7]=[CH:6][C:5]([O:8][C:9]2[CH:16]=[CH:15][C:14]([CH2:17]O)=[CH:13][C:10]=2[C:11]#[N:12])=[CH:4][C:3]=1[C:19]([F:22])([F:21])[F:20].S(Cl)([Cl:25])=O. (4) Reactant: Cl.[Cl:2][CH2:3][CH2:4][NH:5][CH2:6][CH2:7][Cl:8].CCN(CC)CC.[C:16]1([CH3:26])[CH:21]=[CH:20][C:19]([S:22](Cl)(=[O:24])=[O:23])=[CH:18][CH:17]=1. Product: [Cl:2][CH2:3][CH2:4][N:5]([CH2:6][CH2:7][Cl:8])[S:22]([C:19]1[CH:20]=[CH:21][C:16]([CH3:26])=[CH:17][CH:18]=1)(=[O:24])=[O:23]. The catalyst class is: 230. (5) Reactant: [N+:1]([C:4]1[CH:13]=[CH:12][CH:11]=[C:10]2[C:5]=1[CH:6]=[CH:7]O[C:9]2=O)([O-:3])=[O:2].[CH3:15][O:16][C:17]1[C:22]([NH2:23])=[CH:21][CH:20]=[CH:19][N:18]=1. Product: [CH3:15][O:16][C:17]1[C:22]([N:23]2[CH:7]=[CH:6][C:5]3[C:10](=[CH:11][CH:12]=[CH:13][C:4]=3[N+:1]([O-:3])=[O:2])[CH2:9]2)=[CH:21][CH:20]=[CH:19][N:18]=1. The catalyst class is: 5. (6) Reactant: [Br:1][C:2]1[N:7]=[C:6]2[NH:8][CH:9]=[CH:10][C:5]2=[CH:4][CH:3]=1.N#N.[H-].[Na+].[CH:15]([Si:18](Cl)([CH:22]([CH3:24])[CH3:23])[CH:19]([CH3:21])[CH3:20])([CH3:17])[CH3:16]. Product: [Br:1][C:2]1[N:7]=[C:6]2[N:8]([Si:18]([CH:22]([CH3:24])[CH3:23])([CH:19]([CH3:21])[CH3:20])[CH:15]([CH3:17])[CH3:16])[CH:9]=[CH:10][C:5]2=[CH:4][CH:3]=1. The catalyst class is: 1. (7) Product: [ClH:1].[CH3:7][O:8][C:9]1[CH:14]=[CH:13][C:12]([C:15]2[CH:20]=[CH:19][N:18]([C:21]3[CH:22]=[CH:23][C:24]4[C:25]5[CH2:34][NH:33][CH2:32][CH2:31][C:26]=5[N:27]([CH3:30])[C:28]=4[CH:29]=3)[C:17](=[O:35])[CH:16]=2)=[CH:11][CH:10]=1. Reactant: [ClH:1].CCOCC.[CH3:7][O:8][C:9]1[CH:14]=[CH:13][C:12]([C:15]2[CH:20]=[CH:19][N:18]([C:21]3[CH:22]=[CH:23][C:24]4[C:25]5[CH2:34][NH:33][CH2:32][CH2:31][C:26]=5[N:27]([CH3:30])[C:28]=4[CH:29]=3)[C:17](=[O:35])[CH:16]=2)=[CH:11][CH:10]=1. The catalyst class is: 2. (8) Reactant: CN(C)/[CH:3]=[CH:4]/[C:5]([C:7]1[CH:12]=[CH:11][C:10]([C:13]([F:16])([F:15])[F:14])=[CH:9][CH:8]=1)=O.[CH:18]1[CH:23]=[CH:22][C:21]([N:24]=[C:25]([NH2:27])[NH2:26])=[CH:20][CH:19]=1.C(O)(O)=O. Product: [C:21]1([NH:24][C:25]2[N:27]=[C:5]([C:7]3[CH:12]=[CH:11][C:10]([C:13]([F:14])([F:15])[F:16])=[CH:9][CH:8]=3)[CH:4]=[CH:3][N:26]=2)[CH:22]=[CH:23][CH:18]=[CH:19][CH:20]=1. The catalyst class is: 179. (9) The catalyst class is: 3. Product: [F:3][C:4]1[CH:9]=[CH:8][C:7]([CH2:10][C:11]([C:13]2[C:14]([C:20]([O:22][CH3:23])=[O:21])=[C:15]([CH3:19])[N:16]([CH3:34])[C:17]=2[CH3:18])=[O:12])=[CH:6][C:5]=1[C:24]([N:26]1[CH2:31][CH2:30][CH:29]([O:32][CH3:33])[CH2:28][CH2:27]1)=[O:25]. Reactant: IC.[F:3][C:4]1[CH:9]=[CH:8][C:7]([CH2:10][C:11]([C:13]2[C:14]([C:20]([O:22][CH3:23])=[O:21])=[C:15]([CH3:19])[NH:16][C:17]=2[CH3:18])=[O:12])=[CH:6][C:5]=1[C:24]([N:26]1[CH2:31][CH2:30][CH:29]([O:32][CH3:33])[CH2:28][CH2:27]1)=[O:25].[C:34](=O)([O-])[O-].[K+].[K+].O.